This data is from NCI-60 drug combinations with 297,098 pairs across 59 cell lines. The task is: Regression. Given two drug SMILES strings and cell line genomic features, predict the synergy score measuring deviation from expected non-interaction effect. (1) Cell line: SR. Drug 2: C1=NC2=C(N1)C(=S)N=CN2. Drug 1: C1CCN(CC1)CCOC2=CC=C(C=C2)C(=O)C3=C(SC4=C3C=CC(=C4)O)C5=CC=C(C=C5)O. Synergy scores: CSS=0.0740, Synergy_ZIP=4.79, Synergy_Bliss=5.08, Synergy_Loewe=0.0580, Synergy_HSA=0.315. (2) Drug 1: C1=CC(=CC=C1C#N)C(C2=CC=C(C=C2)C#N)N3C=NC=N3. Drug 2: C1C(C(OC1N2C=NC3=C(N=C(N=C32)Cl)N)CO)O. Cell line: NCI-H226. Synergy scores: CSS=6.44, Synergy_ZIP=-5.90, Synergy_Bliss=-10.4, Synergy_Loewe=-2.34, Synergy_HSA=-8.62. (3) Drug 1: CC1OCC2C(O1)C(C(C(O2)OC3C4COC(=O)C4C(C5=CC6=C(C=C35)OCO6)C7=CC(=C(C(=C7)OC)O)OC)O)O. Drug 2: CC1=C(C=C(C=C1)C(=O)NC2=CC(=CC(=C2)C(F)(F)F)N3C=C(N=C3)C)NC4=NC=CC(=N4)C5=CN=CC=C5. Cell line: MOLT-4. Synergy scores: CSS=79.4, Synergy_ZIP=9.85, Synergy_Bliss=8.69, Synergy_Loewe=-9.33, Synergy_HSA=6.76. (4) Drug 1: CC1OCC2C(O1)C(C(C(O2)OC3C4COC(=O)C4C(C5=CC6=C(C=C35)OCO6)C7=CC(=C(C(=C7)OC)O)OC)O)O. Drug 2: CN(C)C1=NC(=NC(=N1)N(C)C)N(C)C. Cell line: COLO 205. Synergy scores: CSS=60.7, Synergy_ZIP=13.2, Synergy_Bliss=14.3, Synergy_Loewe=-39.9, Synergy_HSA=9.48. (5) Drug 1: C1=CC(=CC=C1CCCC(=O)O)N(CCCl)CCCl. Drug 2: C1CNP(=O)(OC1)N(CCCl)CCCl. Cell line: HCC-2998. Synergy scores: CSS=-0.120, Synergy_ZIP=-6.84, Synergy_Bliss=-11.4, Synergy_Loewe=-16.5, Synergy_HSA=-11.1. (6) Drug 1: CCC(=C(C1=CC=CC=C1)C2=CC=C(C=C2)OCCN(C)C)C3=CC=CC=C3.C(C(=O)O)C(CC(=O)O)(C(=O)O)O. Drug 2: COC1=NC(=NC2=C1N=CN2C3C(C(C(O3)CO)O)O)N. Cell line: NCI-H522. Synergy scores: CSS=-2.22, Synergy_ZIP=0.160, Synergy_Bliss=-1.08, Synergy_Loewe=-6.76, Synergy_HSA=-4.48. (7) Drug 1: CC1=C(C(CCC1)(C)C)C=CC(=CC=CC(=CC(=O)O)C)C. Drug 2: CC(C)NC(=O)C1=CC=C(C=C1)CNNC.Cl. Cell line: HOP-92. Synergy scores: CSS=-0.0580, Synergy_ZIP=-1.59, Synergy_Bliss=-3.82, Synergy_Loewe=-3.52, Synergy_HSA=-3.22. (8) Drug 1: CC1=C(C(=CC=C1)Cl)NC(=O)C2=CN=C(S2)NC3=CC(=NC(=N3)C)N4CCN(CC4)CCO. Drug 2: CC(C)(C#N)C1=CC(=CC(=C1)CN2C=NC=N2)C(C)(C)C#N. Cell line: UO-31. Synergy scores: CSS=7.78, Synergy_ZIP=-1.61, Synergy_Bliss=2.45, Synergy_Loewe=-0.568, Synergy_HSA=1.72. (9) Drug 1: CC1=CC2C(CCC3(C2CCC3(C(=O)C)OC(=O)C)C)C4(C1=CC(=O)CC4)C. Drug 2: C1CN(CCN1C(=O)CCBr)C(=O)CCBr. Cell line: CAKI-1. Synergy scores: CSS=14.7, Synergy_ZIP=-6.57, Synergy_Bliss=-7.74, Synergy_Loewe=-24.9, Synergy_HSA=-11.3. (10) Synergy scores: CSS=34.8, Synergy_ZIP=4.72, Synergy_Bliss=5.95, Synergy_Loewe=-5.43, Synergy_HSA=5.68. Cell line: MALME-3M. Drug 1: C1CCN(CC1)CCOC2=CC=C(C=C2)C(=O)C3=C(SC4=C3C=CC(=C4)O)C5=CC=C(C=C5)O. Drug 2: CC1=C2C(C(=O)C3(C(CC4C(C3C(C(C2(C)C)(CC1OC(=O)C(C(C5=CC=CC=C5)NC(=O)OC(C)(C)C)O)O)OC(=O)C6=CC=CC=C6)(CO4)OC(=O)C)OC)C)OC.